Dataset: Forward reaction prediction with 1.9M reactions from USPTO patents (1976-2016). Task: Predict the product of the given reaction. Given the reactants [CH2:1]([NH:3][C:4]1[C:5]([NH:14]S(C)(=O)=O)=[N:6][CH:7]=[C:8]([C:10]([F:13])([F:12])[F:11])[CH:9]=1)[CH3:2].S(=O)(=O)(O)O.C(=O)([O-])[O-].[Na+].[Na+].O, predict the reaction product. The product is: [CH2:1]([NH:3][C:4]1[C:5]([NH2:14])=[N:6][CH:7]=[C:8]([C:10]([F:11])([F:12])[F:13])[CH:9]=1)[CH3:2].